From a dataset of Full USPTO retrosynthesis dataset with 1.9M reactions from patents (1976-2016). Predict the reactants needed to synthesize the given product. (1) Given the product [Cl:37][C:32]1[C:31]([N:30]=[C:20]([C:22]2[CH:27]=[CH:26][N:25]=[C:24]([S:28][CH3:29])[N:23]=2)[CH2:19][C:16]2[CH:17]=[CH:18][C:13]([F:12])=[CH:14][CH:15]=2)=[CH:36][CH:35]=[CH:34][N:33]=1, predict the reactants needed to synthesize it. The reactants are: C1(C)C=CC(S(O)(=O)=O)=CC=1.[F:12][C:13]1[CH:18]=[CH:17][C:16]([CH2:19][C:20]([C:22]2[CH:27]=[CH:26][N:25]=[C:24]([S:28][CH3:29])[N:23]=2)=O)=[CH:15][CH:14]=1.[NH2:30][C:31]1[C:32]([Cl:37])=[N:33][CH:34]=[CH:35][CH:36]=1.O.C1(C)C=CC=CC=1. (2) Given the product [Cl:1][C:2]1[CH:3]=[C:4]([C:9]2[N:36]3[N:35]=[C:34]([NH:33][C:23]4[CH:24]=[CH:25][C:26]([N:27]5[CH:31]=[C:30]([CH3:32])[N:29]=[CH:28]5)=[C:21]([O:20][CH3:19])[CH:22]=4)[N:38]=[C:37]3[N:39]=[C:11]([C:12]([O:14][CH2:15][CH3:16])=[O:13])[CH:10]=2)[CH:5]=[CH:6][C:7]=1[F:8], predict the reactants needed to synthesize it. The reactants are: [Cl:1][C:2]1[CH:3]=[C:4]([C:9](=O)[CH2:10][C:11](=O)[C:12]([O:14][CH2:15][CH3:16])=[O:13])[CH:5]=[CH:6][C:7]=1[F:8].[CH3:19][O:20][C:21]1[CH:22]=[C:23]([NH:33][C:34]2[NH:38][C:37]([NH2:39])=[N:36][N:35]=2)[CH:24]=[CH:25][C:26]=1[N:27]1[CH:31]=[C:30]([CH3:32])[N:29]=[CH:28]1.